From a dataset of Peptide-MHC class I binding affinity with 185,985 pairs from IEDB/IMGT. Regression. Given a peptide amino acid sequence and an MHC pseudo amino acid sequence, predict their binding affinity value. This is MHC class I binding data. (1) The peptide sequence is WIKNLETYT. The MHC is HLA-A02:01 with pseudo-sequence HLA-A02:01. The binding affinity (normalized) is 0. (2) The peptide sequence is KSGLSEEEV. The MHC is Mamu-A02 with pseudo-sequence Mamu-A02. The binding affinity (normalized) is 0. (3) The peptide sequence is GTDLEGKFY. The MHC is HLA-A01:01 with pseudo-sequence HLA-A01:01. The binding affinity (normalized) is 0.676. (4) The peptide sequence is EDMLSVWNRV. The MHC is HLA-A32:01 with pseudo-sequence HLA-A32:01. The binding affinity (normalized) is 0.0345. (5) The binding affinity (normalized) is 0.0847. The MHC is HLA-B46:01 with pseudo-sequence HLA-B46:01. The peptide sequence is YRGEYRQSR.